Dataset: Peptide-MHC class II binding affinity with 134,281 pairs from IEDB. Task: Regression. Given a peptide amino acid sequence and an MHC pseudo amino acid sequence, predict their binding affinity value. This is MHC class II binding data. The peptide sequence is ASYFAADRILPELTE. The MHC is HLA-DQA10101-DQB10501 with pseudo-sequence HLA-DQA10101-DQB10501. The binding affinity (normalized) is 0.662.